From a dataset of CYP3A4 inhibition data for predicting drug metabolism from PubChem BioAssay. Regression/Classification. Given a drug SMILES string, predict its absorption, distribution, metabolism, or excretion properties. Task type varies by dataset: regression for continuous measurements (e.g., permeability, clearance, half-life) or binary classification for categorical outcomes (e.g., BBB penetration, CYP inhibition). Dataset: cyp3a4_veith. (1) The compound is COc1ccc(/C=N/NC(=O)Cc2csc(Nc3cccc(C(F)(F)F)c3)n2)cc1C. The result is 1 (inhibitor). (2) The molecule is COC(=O)[C@@]1(Cc2ccc(OC)cc2)[C@H]2c3cc(C(=O)N(C)C)n(CCSCCO)c3C[C@H]2CN1C(=O)c1ccccc1. The result is 1 (inhibitor). (3) The drug is CCN(CC)c1ccc2c(Cl)c(Br)c(=O)oc2c1. The result is 1 (inhibitor). (4) The drug is CC[N+](CC)(CCCNC1=CC(=O)C(NCCC[N+](CC)(CC)Cc2ccccc2)=CC1=O)Cc1ccccc1. The result is 0 (non-inhibitor). (5) The molecule is CC(=O)N1CC2(CC2)CC1c1ccccc1. The result is 0 (non-inhibitor). (6) The drug is CCC[C@H]1C(=O)N2C(N(C)C)=Nc3ccc(C)cc3N2C1=O. The result is 0 (non-inhibitor).